From a dataset of Forward reaction prediction with 1.9M reactions from USPTO patents (1976-2016). Predict the product of the given reaction. (1) Given the reactants [CH:1]1(C2(CCC3C=CC(C(O)C)=C(F)C=3)OC(=O)C(CC3N=C4N=C(C)C=C(C)N4N=3)=C(O)C2)CCCC1.N1C=CC=CC=1S[C:45](=[O:54])[C:46]1[CH:51]=[CH:50][C:49]([Br:52])=[CH:48][C:47]=1[Cl:53].N1C=CC=CC=1SC(=O)C1C=CC(Br)=CC=1F, predict the reaction product. The product is: [Br:52][C:49]1[CH:50]=[CH:51][C:46]([C:45](=[O:54])[CH3:1])=[C:47]([Cl:53])[CH:48]=1. (2) Given the reactants [CH2:1]([O:4][C:5]1[CH:16]=[CH:15][CH:14]=[C:13]([CH2:17][CH2:18][CH2:19][CH2:20][CH2:21][CH2:22][CH2:23][CH2:24][CH2:25][CH2:26][CH2:27][CH2:28][CH2:29][CH2:30][CH3:31])[C:6]=1[C:7]([O:9]CCC)=[O:8])[CH2:2][CH3:3].CC(C)([O-])C.[K+].CCCCCC.C(OCC)(=O)C.Cl, predict the reaction product. The product is: [CH2:1]([O:4][C:5]1[CH:16]=[CH:15][CH:14]=[C:13]([CH2:17][CH2:18][CH2:19][CH2:20][CH2:21][CH2:22][CH2:23][CH2:24][CH2:25][CH2:26][CH2:27][CH2:28][CH2:29][CH2:30][CH3:31])[C:6]=1[C:7]([OH:9])=[O:8])[CH2:2][CH3:3]. (3) The product is: [NH2:32][C:27]1([CH2:30][CH3:31])[CH2:28][CH2:29][CH:24]([O:23][C:14]2[C:13]3[C:12]4[C@@H:11]([CH2:10][CH2:9][OH:8])[CH2:22][CH2:21][C:20]=4[S:19][C:18]=3[N:17]=[CH:16][N:15]=2)[CH2:25][CH2:26]1. Given the reactants [Si]([O:8][CH2:9][CH2:10][C@H:11]1[CH2:22][CH2:21][C:20]2[S:19][C:18]3[N:17]=[CH:16][N:15]=[C:14]([O:23][CH:24]4[CH2:29][CH2:28][C:27]([NH:32]C(=O)OC(C)(C)C)([CH2:30][CH3:31])[CH2:26][CH2:25]4)[C:13]=3[C:12]1=2)(C(C)(C)C)(C)C.Cl, predict the reaction product. (4) Given the reactants [CH3:1][N:2]1[CH:6]=[C:5]([N+:7]([O-:9])=[O:8])[C:4]([C:10]([O:12]C)=[O:11])=[N:3]1.C1COCC1.[OH-].[Na+].Cl, predict the reaction product. The product is: [CH3:1][N:2]1[CH:6]=[C:5]([N+:7]([O-:9])=[O:8])[C:4]([C:10]([OH:12])=[O:11])=[N:3]1. (5) The product is: [Cl:14][CH2:13][CH2:12][CH2:11][C:2]([CH3:4])([CH3:3])[C:1]#[N:5]. Given the reactants [C:1](#[N:5])[CH:2]([CH3:4])[CH3:3].C[N-]C.[Li+].Br[CH2:11][CH2:12][CH2:13][Cl:14], predict the reaction product. (6) Given the reactants [CH2:1]([O:5][C:6]1[C:7]([CH3:33])=[CH:8][C:9]([CH3:32])=[C:10]([C:12]2[N:17]=[C:16]([CH:18]=[N:19][C:20]3[C:25]([CH:26]([CH3:28])[CH3:27])=[CH:24][CH:23]=[CH:22][C:21]=3[CH:29]([CH3:31])[CH3:30])[CH:15]=[CH:14][CH:13]=2)[CH:11]=1)[CH2:2][CH:3]=[CH2:4].[C:34]1([Mg]Br)[CH:39]=[CH:38][CH:37]=[CH:36][CH:35]=1, predict the reaction product. The product is: [CH2:1]([O:5][C:6]1[C:7]([CH3:33])=[CH:8][C:9]([CH3:32])=[C:10]([C:12]2[N:17]=[C:16]([CH:18]([C:34]3[CH:39]=[CH:38][CH:37]=[CH:36][CH:35]=3)[NH:19][C:20]3[C:25]([CH:26]([CH3:28])[CH3:27])=[CH:24][CH:23]=[CH:22][C:21]=3[CH:29]([CH3:31])[CH3:30])[CH:15]=[CH:14][CH:13]=2)[CH:11]=1)[CH2:2][CH:3]=[CH2:4].